This data is from Full USPTO retrosynthesis dataset with 1.9M reactions from patents (1976-2016). The task is: Predict the reactants needed to synthesize the given product. (1) Given the product [C:8]1([C:14]2[CH:19]=[C:18]([CH:20]3[CH2:21][CH2:22][N:23]([C:50](=[O:51])[CH2:49][N:47]([CH3:48])[CH3:46])[CH2:24][CH2:25]3)[CH:17]=[CH:16][C:15]=2[NH:26][C:27]([C:29]2[NH:30][CH:31]=[C:32]([C:34]#[N:35])[N:33]=2)=[O:28])[CH2:13][CH2:12][CH2:11][CH2:10][CH:9]=1, predict the reactants needed to synthesize it. The reactants are: FC(F)(F)C(O)=O.[C:8]1([C:14]2[CH:19]=[C:18]([CH:20]3[CH2:25][CH2:24][NH:23][CH2:22][CH2:21]3)[CH:17]=[CH:16][C:15]=2[NH:26][C:27]([C:29]2[NH:30][CH:31]=[C:32]([C:34]#[N:35])[N:33]=2)=[O:28])[CH2:13][CH2:12][CH2:11][CH2:10][CH:9]=1.CCN(C(C)C)C(C)C.Cl.[CH3:46][N:47]([CH2:49][C:50](Cl)=[O:51])[CH3:48]. (2) Given the product [Cl:3][C:4]1[CH:5]=[CH:6][C:7]([C:10]2[N:11]([CH:16]3[CH2:18][CH2:17]3)[C:12](=[O:15])[N:13]([CH2:1][OH:2])[N:14]=2)=[CH:8][CH:9]=1, predict the reactants needed to synthesize it. The reactants are: [CH2:1]=[O:2].[Cl:3][C:4]1[CH:9]=[CH:8][C:7]([C:10]2[N:11]([CH:16]3[CH2:18][CH2:17]3)[C:12](=[O:15])[NH:13][N:14]=2)=[CH:6][CH:5]=1. (3) Given the product [CH3:16][N:14]([CH3:15])[C:3]([CH3:4])([CH2:5][O:6][Si:7]([C:10]([CH3:11])([CH3:12])[CH3:13])([CH3:8])[CH3:9])[CH:2]([NH:1][C:35]([C:33]1[C:32]2[C:27](=[CH:28][CH:29]=[CH:30][CH:31]=2)[N:26]=[C:25]([C:24]([F:39])([F:23])[F:38])[CH:34]=1)=[O:36])[C:17]1[CH:22]=[CH:21][CH:20]=[CH:19][CH:18]=1, predict the reactants needed to synthesize it. The reactants are: [NH2:1][CH:2]([C:17]1[CH:22]=[CH:21][CH:20]=[CH:19][CH:18]=1)[C:3]([N:14]([CH3:16])[CH3:15])([CH2:5][O:6][Si:7]([C:10]([CH3:13])([CH3:12])[CH3:11])([CH3:9])[CH3:8])[CH3:4].[F:23][C:24]([F:39])([F:38])[C:25]1[CH:34]=[C:33]([C:35](O)=[O:36])[C:32]2[C:27](=[CH:28][CH:29]=[CH:30][CH:31]=2)[N:26]=1.C1(N=C=NC2CCCCC2)CCCCC1.C1C=CC2N(O)N=NC=2C=1. (4) Given the product [Cl:33][C:21]1[C:22]([NH:24][CH2:25][CH:26]([NH:28][S:29]([CH3:32])(=[O:31])=[O:30])[CH3:27])=[N:23][C:18]([NH:16][C:13]2[CH:14]=[CH:15][C:8]3[CH2:7][CH2:6][N:5]([CH2:4][CH2:3][O:2][CH3:1])[CH2:11][CH2:10][C:9]=3[CH:12]=2)=[N:19][CH:20]=1, predict the reactants needed to synthesize it. The reactants are: [CH3:1][O:2][CH2:3][CH2:4][N:5]1[CH2:11][CH2:10][C:9]2[CH:12]=[C:13]([NH2:16])[CH:14]=[CH:15][C:8]=2[CH2:7][CH2:6]1.Cl[C:18]1[N:23]=[C:22]([NH:24][CH2:25][CH:26]([NH:28][S:29]([CH3:32])(=[O:31])=[O:30])[CH3:27])[C:21]([Cl:33])=[CH:20][N:19]=1. (5) Given the product [CH2:1]([C:3]1[CH:8]=[CH:7][CH:6]=[CH:5][C:4]=1[N:9]1[CH2:14][CH2:13][O:12][C:11]2[CH:15]=[C:16]([S:19]([NH:22][C:23]3[S:24][CH:25]=[CH:26][N:27]=3)(=[O:21])=[O:20])[CH:17]=[CH:18][C:10]1=2)[CH3:2], predict the reactants needed to synthesize it. The reactants are: [CH2:1]([C:3]1[CH:8]=[CH:7][CH:6]=[CH:5][C:4]=1[N:9]1[CH2:14][CH2:13][O:12][C:11]2[CH:15]=[C:16]([S:19]([N:22](CC3C=CC(OC)=CC=3)[C:23]3[S:24][CH:25]=[CH:26][N:27]=3)(=[O:21])=[O:20])[CH:17]=[CH:18][C:10]1=2)[CH3:2].C(O)(C(F)(F)F)=O. (6) Given the product [ClH:41].[NH2:30][CH:9]1[CH:8]([CH2:1][C:2]2[CH:3]=[CH:4][CH:5]=[CH:6][CH:7]=2)[C:16]2[C:11](=[CH:12][CH:13]=[C:14]([O:17][CH2:18][CH2:19][NH:20][S:21]([C:24]3[N:25]([CH3:29])[CH:26]=[CH:27][N:28]=3)(=[O:23])=[O:22])[CH:15]=2)[CH2:10]1, predict the reactants needed to synthesize it. The reactants are: [CH2:1]([CH:8]1[C:16]2[C:11](=[CH:12][CH:13]=[C:14]([O:17][CH2:18][CH2:19][NH:20][S:21]([C:24]3[N:25]([CH3:29])[CH:26]=[CH:27][N:28]=3)(=[O:23])=[O:22])[CH:15]=2)[CH2:10][CH:9]1[NH:30]C(=O)OCC)[C:2]1[CH:7]=[CH:6][CH:5]=[CH:4][CH:3]=1.[OH-].[K+].C(O)C.[ClH:41].C(OCC)C.